This data is from Cav3 T-type calcium channel HTS with 100,875 compounds. The task is: Binary Classification. Given a drug SMILES string, predict its activity (active/inactive) in a high-throughput screening assay against a specified biological target. (1) The drug is O1C(CCC1)C(=O)NC1CCCc2c1cccc2. The result is 0 (inactive). (2) The result is 0 (inactive). The drug is n1(ncc2c1ncnc2NCc1ccccc1)Cc1ccccc1. (3) The compound is Clc1ccc(C=2C(=O)N(Nc3ccc(cc3)C)C(=O)C2)cc1. The result is 0 (inactive). (4) The drug is O=c1[nH]c2c(cc1C(N1CCCCC1)c1n(nnn1)C(CC)(C)C)ccc(OC)c2. The result is 0 (inactive).